This data is from Catalyst prediction with 721,799 reactions and 888 catalyst types from USPTO. The task is: Predict which catalyst facilitates the given reaction. (1) Reactant: [NH2:1][C:2]1[CH:10]=[CH:9][C:5]([C:6](O)=[O:7])=[CH:4][C:3]=1[N+:11]([O-:13])=[O:12].S(Cl)([Cl:16])=O. Product: [NH2:1][C:2]1[CH:10]=[CH:9][C:5]([C:6]([Cl:16])=[O:7])=[CH:4][C:3]=1[N+:11]([O-:13])=[O:12]. The catalyst class is: 4. (2) Reactant: C([O:3][C:4](=[O:12])[C:5](=[O:11])[CH2:6][CH2:7][C:8]([OH:10])=[O:9])C.[OH-].[Na+]. Product: [O:11]=[C:5]([CH2:6][CH2:7][C:8]([OH:10])=[O:9])[C:4]([OH:12])=[O:3]. The catalyst class is: 8. (3) Reactant: [CH3:1][N:2]1[C:7](=[O:8])[CH:6]=[C:5]([N:9]2[CH2:14][CH2:13][O:12][CH2:11][CH2:10]2)[N:4]=[C:3]1[CH2:15][C:16]([O-:18])=O.[Na+].[Br:20][C:21]1[CH:22]=[C:23]([CH:25]=[CH:26][C:27]=1[F:28])[NH2:24].Cl.CN(C)CCCN=C=NCC. Product: [Br:20][C:21]1[CH:22]=[C:23]([NH:24][C:16](=[O:18])[CH2:15][C:3]2[N:2]([CH3:1])[C:7](=[O:8])[CH:6]=[C:5]([N:9]3[CH2:10][CH2:11][O:12][CH2:13][CH2:14]3)[N:4]=2)[CH:25]=[CH:26][C:27]=1[F:28]. The catalyst class is: 672. (4) Reactant: [C:1]([O:5][C:6]([N:8]1[C@@H:12]([C@H:13]([OH:20])[C:14]2[CH:19]=[CH:18][CH:17]=[CH:16][CH:15]=2)[CH2:11][CH2:10][C@H:9]1[CH2:21][C:22]1[CH:30]=[CH:29][C:25]([C:26]([OH:28])=O)=[CH:24][CH:23]=1)=[O:7])([CH3:4])([CH3:3])[CH3:2].C1([C@H]([C@H]2CC[C@@H](CC3C=CC(C(N4CCC(C5N=CSC=5)CC4)=O)=CC=3)[NH:40]2)O)C=CC=CC=1.[CH:64]1[CH:69]=[N:68][C:67]2N(O)N=N[C:66]=2[CH:65]=1.[CH2:74](Cl)[CH2:75]Cl.C[CH2:79][N:80]([CH:84]([CH3:86])[CH3:85])[CH:81]([CH3:83])[CH3:82]. Product: [OH:20][C@H:13]([C:14]1[CH:19]=[CH:18][CH:17]=[CH:16][CH:15]=1)[C@H:12]1[CH2:11][CH2:10][C@@H:9]([CH2:21][C:22]2[CH:23]=[CH:24][C:25]([C:26]([N:40]3[CH:83]4[CH2:74][CH2:75][CH:85]3[CH:84]3[N:80]([CH2:79][C:67]5[CH:66]=[CH:65][CH:64]=[CH:69][N:68]=5)[CH:81]4[CH2:82][CH2:86]3)=[O:28])=[CH:29][CH:30]=2)[N:8]1[C:6]([O:5][C:1]([CH3:4])([CH3:3])[CH3:2])=[O:7]. The catalyst class is: 3. (5) Reactant: C(OC([NH:8][C:9]1[CH:14]=[CH:13][C:12]([C:15]([CH3:22])([CH3:21])[C:16]([O:18][CH2:19][CH3:20])=[O:17])=[CH:11][C:10]=1[C:23](=O)[C:24]([N:26]1[CH2:34][C:33]2[C:28](=[CH:29][CH:30]=[CH:31][CH:32]=2)[CH2:27]1)=[O:25])=O)(C)(C)C.[F-].[Cs+].C[Si]([N:42]=[C:43]=[N:44][Si](C)(C)C)(C)C.Cl.C(=O)(O)[O-]. Product: [NH2:42][C:43]1[N:44]=[C:23]([C:24]([N:26]2[CH2:27][C:28]3[C:33](=[CH:32][CH:31]=[CH:30][CH:29]=3)[CH2:34]2)=[O:25])[C:10]2[C:9](=[CH:14][CH:13]=[C:12]([C:15]([CH3:21])([CH3:22])[C:16]([O:18][CH2:19][CH3:20])=[O:17])[CH:11]=2)[N:8]=1. The catalyst class is: 10. (6) Reactant: [CH2:1]([C:4]1[N:5]([CH2:17][CH2:18][CH2:19][CH2:20][CH2:21][C:22](O)=[O:23])[C:6]2[C:15]3[CH:14]=[CH:13][CH:12]=[CH:11][C:10]=3[N:9]=[CH:8][C:7]=2[N:16]=1)[CH2:2][CH3:3].C(Cl)(=O)C(Cl)=O.[NH:31]1[CH2:36][CH2:35][O:34][CH2:33][CH2:32]1. Product: [N:31]1([C:22](=[O:23])[CH2:21][CH2:20][CH2:19][CH2:18][CH2:17][N:5]2[C:6]3[C:15]4[CH:14]=[CH:13][CH:12]=[CH:11][C:10]=4[N:9]=[CH:8][C:7]=3[N:16]=[C:4]2[CH2:1][CH2:2][CH3:3])[CH2:36][CH2:35][O:34][CH2:33][CH2:32]1. The catalyst class is: 4. (7) Reactant: C(Cl)(=O)C(Cl)=O.CS(C)=O.[Cl:11][C:12]1[CH:17]=[CH:16][C:15]([N:18]2[CH2:23][CH2:22][C:21]([CH2:25][OH:26])([CH3:24])[CH2:20][CH2:19]2)=[CH:14][C:13]=1[O:27][CH3:28].C(N(CC)CC)C. Product: [Cl:11][C:12]1[CH:17]=[CH:16][C:15]([N:18]2[CH2:19][CH2:20][C:21]([CH3:24])([CH:25]=[O:26])[CH2:22][CH2:23]2)=[CH:14][C:13]=1[O:27][CH3:28]. The catalyst class is: 2.